The task is: Predict the reactants needed to synthesize the given product.. This data is from Full USPTO retrosynthesis dataset with 1.9M reactions from patents (1976-2016). (1) Given the product [OH:1][CH2:2][C@@H:3]([NH:7][C:8](=[O:34])[C:9]1[CH:10]=[CH:11][C:12]([CH:15]([C:27]2[CH:32]=[CH:31][CH:30]=[CH:29][C:28]=2[CH3:33])[CH2:16]/[C:17](=[N:36]\[OH:37])/[C:19]2[CH:24]=[CH:23][C:22](=[O:25])[N:21]([CH3:26])[CH:20]=2)=[CH:13][CH:14]=1)[CH:4]([CH3:5])[CH3:6], predict the reactants needed to synthesize it. The reactants are: [OH:1][CH2:2][C@@H:3]([NH:7][C:8](=[O:34])[C:9]1[CH:14]=[CH:13][C:12]([CH:15]([C:27]2[CH:32]=[CH:31][CH:30]=[CH:29][C:28]=2[CH3:33])[CH2:16][C:17]([C:19]2[CH:24]=[CH:23][C:22](=[O:25])[N:21]([CH3:26])[CH:20]=2)=O)=[CH:11][CH:10]=1)[CH:4]([CH3:6])[CH3:5].Cl.[NH2:36][OH:37].C(=O)([O-])O.[Na+]. (2) Given the product [Cl:1][C:2]1[CH:3]=[C:4]([CH:16]=[CH:17][CH:18]=1)[O:5][CH2:6][C:7]([NH:9][CH:10]1[CH2:15][CH2:14][N:13]([CH2:34][C:31]2[CH:32]=[CH:33][N:29]([C:27]3[CH:26]=[CH:25][C:23]4[O:24][C:20]([F:19])([F:36])[O:21][C:22]=4[CH:28]=3)[CH:30]=2)[CH2:12][CH2:11]1)=[O:8], predict the reactants needed to synthesize it. The reactants are: [Cl:1][C:2]1[CH:3]=[C:4]([CH:16]=[CH:17][CH:18]=1)[O:5][CH2:6][C:7]([NH:9][CH:10]1[CH2:15][CH2:14][NH:13][CH2:12][CH2:11]1)=[O:8].[F:19][C:20]1([F:36])[O:24][C:23]2[CH:25]=[CH:26][C:27]([N:29]3[CH:33]=[CH:32][C:31]([CH:34]=O)=[CH:30]3)=[CH:28][C:22]=2[O:21]1. (3) The reactants are: [OH:1][CH2:2][CH2:3][CH:4]1[CH2:8][C:7]2[CH:9]=[C:10]([C:13]3[CH:20]=[CH:19][C:16]([C:17]#[N:18])=[CH:15][CH:14]=3)[CH:11]=[CH:12][C:6]=2[O:5]1.[CH3:21][S:22](Cl)(=[O:24])=[O:23].C(N(CC)CC)C. Given the product [CH3:21][S:22]([O:1][CH2:2][CH2:3][CH:4]1[CH2:8][C:7]2[CH:9]=[C:10]([C:13]3[CH:20]=[CH:19][C:16]([C:17]#[N:18])=[CH:15][CH:14]=3)[CH:11]=[CH:12][C:6]=2[O:5]1)(=[O:24])=[O:23], predict the reactants needed to synthesize it.